Dataset: TCR-epitope binding with 47,182 pairs between 192 epitopes and 23,139 TCRs. Task: Binary Classification. Given a T-cell receptor sequence (or CDR3 region) and an epitope sequence, predict whether binding occurs between them. (1) The epitope is GLNKIVRMY. The TCR CDR3 sequence is CASSLQGAPEQFF. Result: 1 (the TCR binds to the epitope). (2) The epitope is ATDALMTGY. The TCR CDR3 sequence is CATTVGVIGNQPQHF. Result: 1 (the TCR binds to the epitope).